This data is from Reaction yield outcomes from USPTO patents with 853,638 reactions. The task is: Predict the reaction yield, written as a fraction of the theoretical maximum amount of product (1.0 means a 100% yield; for example, 0.34 means a 34% yield). The reactants are [CH3:1][O:2][C:3]1[CH:14]=[CH:13][C:6]([CH2:7][N:8]2[CH:12]=[N:11][CH:10]=[N:9]2)=[CH:5][CH:4]=1.C([Li])CCC.[CH2:20]([CH:22]([CH2:25][CH3:26])[CH:23]=[O:24])[CH3:21]. The catalyst is C1COCC1. The product is [CH2:20]([CH:22]([CH2:25][CH3:26])[CH:23]([C:12]1[N:8]([CH2:7][C:6]2[CH:5]=[CH:4][C:3]([O:2][CH3:1])=[CH:14][CH:13]=2)[N:9]=[CH:10][N:11]=1)[OH:24])[CH3:21]. The yield is 0.540.